This data is from Experimentally validated miRNA-target interactions with 360,000+ pairs, plus equal number of negative samples. The task is: Binary Classification. Given a miRNA mature sequence and a target amino acid sequence, predict their likelihood of interaction. (1) The miRNA is hsa-miR-4665-5p with sequence CUGGGGGACGCGUGAGCGCGAGC. The protein sequence of the target gene is MDWDDEYSHNSFDLHCLLNSFPGDLEFEQIFSDIDEKIEQNAASIKHCIKEIQSEINKQCPGVQLQTTTDCFEWLTNYNYSTSESSFISHGDLIKFFKTLQDLLKNEQNQEEMTLDLLWDLSCHSSVSFPSTLSGTSFHFLSRTSLHSVEDNSSMDVKSMWDDIRLHLRRFLVSKLQSHNEINNSQQKILLKKQCLQQLLFLYPESEVIIKYQNIQNKLLANLLWNCFPSYNRDSNLDVIAHGYQSTMLKLYSVIKEDFNTLCEILAPSSMVKFIKETYLDTVTEEMAKFLENFCELQFR.... Result: 0 (no interaction). (2) The miRNA is mmu-miR-1907 with sequence GAGCAGCAGAGGAUCUGGAGGU. The protein sequence of the target gene is MNPIQSFHCKLRGLATTLDSETARLLRALDGEDSDFEDSPGRILHDLHSEVQTLKDNVNALLDEARLENQESTRFKKATKILMEKNSADVRKLREFFQKYGYQARDKEDSGCEHRVNNSTPELAVCKDIQKAGVKELSDPCVPSGSVSEEPLRSPQLSDFGLQRYIISQVPANPPQTAASLKEERVAETPPAKDPSVQVLKTPRCALRMDDFECETPKLEHFGISEHTMCLNEDYTMGLKNMKNIKSSLLSGVSGEAIGTGPVTSDNSFAIPGPIIQQMEENDVEYVSSPLPPKFCTPGL.... Result: 0 (no interaction). (3) The miRNA is hsa-miR-27b-3p with sequence UUCACAGUGGCUAAGUUCUGC. The protein sequence of the target gene is MSSSGLNSEKVAALIQKLNSDPQFVLAQNVGTTHDLLDICLKRATVQRAQHVFQHAVPQEGKPITNQKSSGRCWIFSCLNVMRLPFMKKLNIEEFEFSQSYLFFWDKVERCYFFLSAFVDTAQRKEPEDGRLVQFLLMNPANDGGQWDMLVNIVEKYGVIPKKCFPESYTTEATRRMNDILNHKMREFCIRLRNLVHSGATKGEISATQDVMMEEIFRVVCICLGNPPETFTWEYRDKDKNYQKIGPITPLEFYREHVKPLFNMEDKICLVNDPRPQHKYNKLYTVEYLSNMVGGRKTLY.... Result: 0 (no interaction).